Dataset: Full USPTO retrosynthesis dataset with 1.9M reactions from patents (1976-2016). Task: Predict the reactants needed to synthesize the given product. (1) Given the product [N:11]1[C:12]2[C:17](=[CH:16][CH:15]=[CH:14][CH:13]=2)[CH:8]=[CH:9][C:10]=1[C:30]([NH2:31])=[O:34], predict the reactants needed to synthesize it. The reactants are: FC1C=CC([C:8]2[C:17]3[C:12](=[CH:13][C:14](CN4CC(C(F)(F)F)NC[C@@H]4C)=[CH:15][CH:16]=3)[N:11]=[C:10]([C:30]#[N:31])[CH:9]=2)=CC=1.Cl.C(=O)([O-])[O-:34].[K+].[K+]. (2) Given the product [C:23]([O:22][C:19]1[CH:33]=[C:34]([N:12]2[C:13](=[O:14])[C:8]([CH2:4][C:3]3[CH:2]=[CH:7][CH:6]=[CH:5][CH:40]=3)=[N:9][C:10]3[CH:18]=[CH:17][CH:16]=[N:15][C:11]2=3)[CH:31]=[CH:32][CH:20]=1)(=[O:25])[CH3:24], predict the reactants needed to synthesize it. The reactants are: O[C:2]1[CH:3]=[C:4]([C:8]2[C:13](=[O:14])[NH:12][C:11]3[N:15]=[CH:16][CH:17]=[CH:18][C:10]=3[N:9]=2)[CH:5]=[CH:6][CH:7]=1.[C:19]([O:22][C:23](=[O:25])[CH3:24])(=O)[CH3:20].C(N([CH2:31][CH3:32])CC)C.[C:33](OCC)(=O)[CH3:34].Cl[CH2:40]Cl. (3) The reactants are: [H-].[H-].[H-].[H-].[Li+].[Al+3].[CH3:7][O:8][C:9]1[CH:32]=[CH:31][C:12]2[CH2:13][CH:14]([CH2:16][CH2:17][C:18]3[CH:30]=[CH:29][C:21]([O:22][CH2:23][C:24](OCC)=[O:25])=[CH:20][CH:19]=3)[O:15][C:11]=2[CH:10]=1. Given the product [CH3:7][O:8][C:9]1[CH:32]=[CH:31][C:12]2[CH2:13][CH:14]([CH2:16][CH2:17][C:18]3[CH:19]=[CH:20][C:21]([O:22][CH2:23][CH2:24][OH:25])=[CH:29][CH:30]=3)[O:15][C:11]=2[CH:10]=1, predict the reactants needed to synthesize it. (4) Given the product [CH3:24][N:23]([CH2:25][CH:26]1[CH2:32][CH2:31][CH:30]2[CH:28]([CH2:29]2)[C:27]1([C:7]1[CH:8]=[C:9]([OH:10])[CH:18]=[C:19]([F:21])[CH:20]=1)[OH:33])[CH3:22], predict the reactants needed to synthesize it. The reactants are: [Li]C(C)(C)C.Br[C:7]1[CH:8]=[C:9]([CH:18]=[C:19]([F:21])[CH:20]=1)[O:10][Si](C(C)(C)C)(C)C.[CH3:22][N:23]([CH2:25][CH:26]1[CH2:32][CH2:31][CH:30]2[CH:28]([CH2:29]2)[C:27]1=[O:33])[CH3:24].CCCC[N+](CCCC)(CCCC)CCCC.[F-].